The task is: Predict the reaction yield, written as a fraction of the theoretical maximum amount of product (1.0 means a 100% yield; for example, 0.34 means a 34% yield).. This data is from Reaction yield outcomes from USPTO patents with 853,638 reactions. (1) The reactants are [OH:1][C:2]1[CH:7]=[CH:6][C:5]([C:8]2[N:9]=[C:10]3[C:15](=[N:16][C:17]=2[C:18]2[CH:23]=[CH:22][C:21]([OH:24])=[CH:20][CH:19]=2)[N:14]=[CH:13][N:12]=[C:11]3[NH2:25])=[CH:4][CH:3]=1.[C:26](Cl)(=[O:28])[CH3:27].[CH2:30]([O:32]CC)[CH3:31]. The catalyst is FC(F)(F)C(O)=O. The product is [C:26]([O:24][C:21]1[CH:22]=[CH:23][C:18]([C:17]2[N:16]=[C:15]3[C:10]([C:11]([NH2:25])=[N:12][CH:13]=[N:14]3)=[N:9][C:8]=2[C:5]2[CH:6]=[CH:7][C:2]([O:1][C:30](=[O:32])[CH3:31])=[CH:3][CH:4]=2)=[CH:19][CH:20]=1)(=[O:28])[CH3:27]. The yield is 0.977. (2) The reactants are [C:1]([C:5]1[NH:6][C:7]2[C:12]([CH:13]=1)=[CH:11][CH:10]=[C:9]([N+:14]([O-])=O)[CH:8]=2)([CH3:4])([CH3:3])[CH3:2]. The catalyst is CO.[Ni]. The product is [C:1]([C:5]1[NH:6][C:7]2[C:12]([CH:13]=1)=[CH:11][CH:10]=[C:9]([NH2:14])[CH:8]=2)([CH3:4])([CH3:2])[CH3:3]. The yield is 0.890. (3) The reactants are [C:1]([O:5][C:6]([NH:8][CH2:9][C:10]1[CH:11]=[CH:12][C:13](OS(C(F)(F)F)(=O)=O)=[C:14](OS(C(F)(F)F)(=O)=O)[CH:15]=1)=[O:7])([CH3:4])([CH3:3])[CH3:2].[P:32]([O-:39])([O:36][CH2:37][CH3:38])[O:33][CH2:34][CH3:35].CN1[CH2:46][CH2:45][O:44]CC1. The catalyst is C(#N)C.CCOC(C)=O.[Pd].C1(P(C2C=CC=CC=2)C2C=CC=CC=2)C=CC=CC=1.C1(P(C2C=CC=CC=2)C2C=CC=CC=2)C=CC=CC=1.C1(P(C2C=CC=CC=2)C2C=CC=CC=2)C=CC=CC=1.C1(P(C2C=CC=CC=2)C2C=CC=CC=2)C=CC=CC=1. The product is [CH2:34]([O:33][P:32]([C:13]1[CH:12]=[CH:11][C:10]([CH2:9][NH:8][C:6]([O:5][C:1]([CH3:4])([CH3:3])[CH3:2])=[O:7])=[CH:15][C:14]=1[P:32]([O:44][CH2:45][CH3:46])([O:33][CH2:34][CH3:35])=[O:36])(=[O:39])[O:36][CH2:37][CH3:38])[CH3:35]. The yield is 0.420. (4) The reactants are [CH3:1][O:2][C:3]([C:5]1[S:6][C:7]([C:27]#[C:28][C:29]([CH3:32])([CH3:31])[CH3:30])=[CH:8][C:9]=1[N:10]([C:18]([CH:20]1[CH2:25][CH2:24][C:23]([CH3:26])=[CH:22][CH2:21]1)=[O:19])[CH:11]1[CH2:16][CH2:15][C:14](=[O:17])[CH2:13][CH2:12]1)=[O:4].[BH4-].[Na+].CCOC(C)=O. The catalyst is C1COCC1.O. The product is [CH3:1][O:2][C:3]([C:5]1[S:6][C:7]([C:27]#[C:28][C:29]([CH3:32])([CH3:31])[CH3:30])=[CH:8][C:9]=1[N:10]([C@H:11]1[CH2:12][CH2:13][C@H:14]([OH:17])[CH2:15][CH2:16]1)[C:18]([CH:20]1[CH2:25][CH2:24][C:23]([CH3:26])=[CH:22][CH2:21]1)=[O:19])=[O:4]. The yield is 0.590. (5) The reactants are [CH:1](=O)[C:2]1[CH:7]=[CH:6][CH:5]=[CH:4][CH:3]=1.C(O)(=O)C.[NH2:13][C@H:14]1[CH2:19][CH2:18][C@H:17]([NH:20][C:21]2[CH:29]=[CH:28][C:24]([C:25]([NH2:27])=[O:26])=[C:23]([O:30][CH3:31])[CH:22]=2)[CH2:16][CH2:15]1.C([BH3-])#N.[Na+].[OH-].[Na+]. The catalyst is CO. The product is [CH2:1]([NH:13][C@H:14]1[CH2:19][CH2:18][C@H:17]([NH:20][C:21]2[CH:29]=[CH:28][C:24]([C:25]([NH2:27])=[O:26])=[C:23]([O:30][CH3:31])[CH:22]=2)[CH2:16][CH2:15]1)[C:2]1[CH:7]=[CH:6][CH:5]=[CH:4][CH:3]=1. The yield is 0.410. (6) The reactants are [C:1]([O:5][C:6]([N:8]([CH2:13][C:14]([OH:16])=[O:15])[CH2:9][C:10]([OH:12])=O)=[O:7])([CH3:4])([CH3:3])[CH3:2].C1CCC(N=C=NC2CCCCC2)CC1. The catalyst is ClCCl. The product is [C:1]([O:5][C:6]([N:8]1[CH2:9][C:10](=[O:12])[O:16][C:14](=[O:15])[CH2:13]1)=[O:7])([CH3:2])([CH3:3])[CH3:4]. The yield is 0.990.